From a dataset of Forward reaction prediction with 1.9M reactions from USPTO patents (1976-2016). Predict the product of the given reaction. (1) Given the reactants [NH2:1][C:2]1[CH:9]=[C:8]([CH3:10])[CH:7]=[CH:6][C:3]=1[C:4]#[N:5].[CH3:11][O:12][C:13]1[CH:21]=[CH:20][CH:19]=[C:18]([CH3:22])[C:14]=1[C:15](Cl)=[O:16], predict the reaction product. The product is: [C:4]([C:3]1[CH:6]=[CH:7][C:8]([CH3:10])=[CH:9][C:2]=1[NH:1][C:15](=[O:16])[C:14]1[C:18]([CH3:22])=[CH:19][CH:20]=[CH:21][C:13]=1[O:12][CH3:11])#[N:5]. (2) Given the reactants B(Br)(Br)Br.C[O:6][C:7]1[CH:12]=[CH:11][C:10]([C:13](=[O:16])[CH2:14][CH3:15])=[C:9]([CH3:17])[CH:8]=1.O, predict the reaction product. The product is: [OH:6][C:7]1[CH:12]=[CH:11][C:10]([C:13](=[O:16])[CH2:14][CH3:15])=[C:9]([CH3:17])[CH:8]=1. (3) Given the reactants Br[C:2]1[C:3]([CH3:21])([CH3:20])[O:4][C:5]2[CH:12]=[C:11]([O:13][CH2:14][O:15][CH3:16])[C:10]([N+:17]([O-:19])=[O:18])=[CH:9][C:6]=2[C:7]=1[OH:8].[OH-].[Na+].O, predict the reaction product. The product is: [O:8]1[CH:7]2[CH:2]1[C:3]([CH3:21])([CH3:20])[O:4][C:5]1[CH:12]=[C:11]([O:13][CH2:14][O:15][CH3:16])[C:10]([N+:17]([O-:19])=[O:18])=[CH:9][C:6]=12. (4) Given the reactants [C:1]([O:5][C:6]([NH:8][C:9]1[CH:10]=[CH:11][C:12]([CH3:18])=[C:13]([CH:17]=1)[C:14]([OH:16])=O)=[O:7])([CH3:4])([CH3:3])[CH3:2].[CH3:19][C:20]1[S:21][C:22]([NH2:25])=[CH:23][N:24]=1.CN(C(ON1N=NC2C=CC=NC1=2)=[N+](C)C)C.F[P-](F)(F)(F)(F)F.N1C=CC=CC=1, predict the reaction product. The product is: [CH3:18][C:12]1[CH:11]=[CH:10][C:9]([NH:8][C:6](=[O:7])[O:5][C:1]([CH3:2])([CH3:3])[CH3:4])=[CH:17][C:13]=1[C:14]([NH:25][C:22]1[S:21][C:20]([CH3:19])=[N:24][CH:23]=1)=[O:16].